Dataset: M1 muscarinic receptor antagonist screen with 61,756 compounds. Task: Binary Classification. Given a drug SMILES string, predict its activity (active/inactive) in a high-throughput screening assay against a specified biological target. (1) The compound is S(c1nc(N(CC)CC)nc(n1)NC#N)CC(OCC)=O. The result is 0 (inactive). (2) The result is 0 (inactive). The molecule is s1c(nnc1N)c1ccc(F)cc1.